Dataset: Catalyst prediction with 721,799 reactions and 888 catalyst types from USPTO. Task: Predict which catalyst facilitates the given reaction. (1) The catalyst class is: 18. Product: [N:1]1[CH:6]=[CH:5][C:4]([C:7]2[C:15]3[C:10](=[C:11]([NH:16][C:22]([C:18]4[S:17][CH:21]=[CH:20][CH:19]=4)=[O:23])[CH:12]=[CH:13][CH:14]=3)[NH:9][N:8]=2)=[CH:3][CH:2]=1. Reactant: [N:1]1[CH:6]=[CH:5][C:4]([C:7]2[C:15]3[C:10](=[C:11]([NH2:16])[CH:12]=[CH:13][CH:14]=3)[NH:9][N:8]=2)=[CH:3][CH:2]=1.[S:17]1[CH:21]=[CH:20][CH:19]=[C:18]1[C:22](O)=[O:23].C(N(CC)CC)C.CN(C(ON1N=NC2C=CC=NC1=2)=[N+](C)C)C.F[P-](F)(F)(F)(F)F. (2) Reactant: [C:1]([C:4]1[C:5]2[CH:12]=[C:11]([CH3:13])[CH:10]=[CH:9][C:6]=2[S:7][CH:8]=1)(O)=[O:2].Cl.C(OCC)(=O)C. Product: [OH:2][CH2:1][C:4]1[C:5]2[CH:12]=[C:11]([CH3:13])[CH:10]=[CH:9][C:6]=2[S:7][CH:8]=1. The catalyst class is: 1. (3) Reactant: [Br:1][C:2]1[C:3](F)=[C:4]2[C:10]([NH:11][C:12]([C:14]3[N:15]=[C:16]([CH3:19])[S:17][CH:18]=3)=[O:13])=[CH:9][NH:8][C:5]2=[N:6][CH:7]=1.[NH:21]1[CH2:26][CH2:25][CH2:24][C@@H:23]([NH:27][C:28](=[O:34])[O:29][C:30]([CH3:33])([CH3:32])[CH3:31])[CH2:22]1. Product: [Br:1][C:2]1[C:3]([N:21]2[CH2:26][CH2:25][CH2:24][C@@H:23]([NH:27][C:28](=[O:34])[O:29][C:30]([CH3:32])([CH3:31])[CH3:33])[CH2:22]2)=[C:4]2[C:10]([NH:11][C:12]([C:14]3[N:15]=[C:16]([CH3:19])[S:17][CH:18]=3)=[O:13])=[CH:9][NH:8][C:5]2=[N:6][CH:7]=1. The catalyst class is: 114. (4) The catalyst class is: 97. Reactant: [F:1][C:2]1[CH:7]=[CH:6][C:5]([C:8]2[N:12]([CH3:13])[N:11]=[CH:10][C:9]=2/[CH:14]=[CH:15]/[C:16]([NH:18][C:19]2[CH:24]=[CH:23][C:22]([CH2:25][C:26]([O:28]CC)=[O:27])=[CH:21][CH:20]=2)=[O:17])=[CH:4][CH:3]=1.[OH-].[Na+].O1CCCC1.Cl. Product: [F:1][C:2]1[CH:7]=[CH:6][C:5]([C:8]2[N:12]([CH3:13])[N:11]=[CH:10][C:9]=2/[CH:14]=[CH:15]/[C:16]([NH:18][C:19]2[CH:20]=[CH:21][C:22]([CH2:25][C:26]([OH:28])=[O:27])=[CH:23][CH:24]=2)=[O:17])=[CH:4][CH:3]=1. (5) Reactant: [H-].[Na+].[Br:3][C:4]1[CH:23]=[CH:22][C:21]([O:24][CH3:25])=[CH:20][C:5]=1[C:6]([NH:8][C:9]1[CH:10]=[C:11]([CH:16]=[CH:17][C:18]=1[CH3:19])[C:12]([O:14][CH3:15])=[O:13])=[O:7].[CH2:26](Br)[CH:27]=[CH2:28]. Product: [CH2:28]([N:8]([C:6](=[O:7])[C:5]1[CH:20]=[C:21]([O:24][CH3:25])[CH:22]=[CH:23][C:4]=1[Br:3])[C:9]1[CH:10]=[C:11]([CH:16]=[CH:17][C:18]=1[CH3:19])[C:12]([O:14][CH3:15])=[O:13])[CH:27]=[CH2:26]. The catalyst class is: 1. (6) Reactant: Cl[C:2]([O:4][CH:5]([Cl:7])[CH3:6])=[O:3].[CH3:8][O:9][CH2:10][CH2:11][O:12][CH2:13][CH2:14][O:15][CH2:16][CH2:17][O:18][CH2:19][CH2:20][O:21][CH2:22][CH2:23][OH:24].N1C=CC=CC=1. Product: [C:2](=[O:3])([O:24][CH2:23][CH2:22][O:21][CH2:20][CH2:19][O:18][CH2:17][CH2:16][O:15][CH2:14][CH2:13][O:12][CH2:11][CH2:10][O:9][CH3:8])[O:4][CH:5]([Cl:7])[CH3:6]. The catalyst class is: 2. (7) Reactant: C([O:8][C:9]1[CH:14]=[CH:13][CH:12]=[CH:11][C:10]=1[N:15]1[C:19]([CH3:20])=[C:18]([F:21])[C:17]([CH3:22])=[N:16]1)C1C=CC=CC=1. Product: [F:21][C:18]1[C:17]([CH3:22])=[N:16][N:15]([C:10]2[CH:11]=[CH:12][CH:13]=[CH:14][C:9]=2[OH:8])[C:19]=1[CH3:20]. The catalyst class is: 19.